Dataset: Peptide-MHC class I binding affinity with 185,985 pairs from IEDB/IMGT. Task: Regression. Given a peptide amino acid sequence and an MHC pseudo amino acid sequence, predict their binding affinity value. This is MHC class I binding data. (1) The peptide sequence is AYIDNYNKF. The MHC is HLA-A68:01 with pseudo-sequence HLA-A68:01. The binding affinity (normalized) is 0.139. (2) The peptide sequence is RRRWRRLTV. The MHC is HLA-B54:01 with pseudo-sequence HLA-B54:01. The binding affinity (normalized) is 0. (3) The peptide sequence is RCFYVELIR. The MHC is HLA-A68:01 with pseudo-sequence HLA-A68:01. The binding affinity (normalized) is 0.169.